This data is from NCI-60 drug combinations with 297,098 pairs across 59 cell lines. The task is: Regression. Given two drug SMILES strings and cell line genomic features, predict the synergy score measuring deviation from expected non-interaction effect. (1) Drug 1: CC(C1=C(C=CC(=C1Cl)F)Cl)OC2=C(N=CC(=C2)C3=CN(N=C3)C4CCNCC4)N. Drug 2: CC(CN1CC(=O)NC(=O)C1)N2CC(=O)NC(=O)C2. Cell line: NCI-H522. Synergy scores: CSS=23.5, Synergy_ZIP=-1.98, Synergy_Bliss=3.45, Synergy_Loewe=3.35, Synergy_HSA=3.29. (2) Drug 1: CC(C1=C(C=CC(=C1Cl)F)Cl)OC2=C(N=CC(=C2)C3=CN(N=C3)C4CCNCC4)N. Drug 2: CN(C)N=NC1=C(NC=N1)C(=O)N. Cell line: HL-60(TB). Synergy scores: CSS=26.5, Synergy_ZIP=10.8, Synergy_Bliss=10.9, Synergy_Loewe=1.08, Synergy_HSA=9.14. (3) Drug 1: C1CCC(C1)C(CC#N)N2C=C(C=N2)C3=C4C=CNC4=NC=N3. Drug 2: CC1=CC=C(C=C1)C2=CC(=NN2C3=CC=C(C=C3)S(=O)(=O)N)C(F)(F)F. Cell line: BT-549. Synergy scores: CSS=1.86, Synergy_ZIP=1.01, Synergy_Bliss=5.20, Synergy_Loewe=1.94, Synergy_HSA=2.12. (4) Drug 1: CC=C1C(=O)NC(C(=O)OC2CC(=O)NC(C(=O)NC(CSSCCC=C2)C(=O)N1)C(C)C)C(C)C. Drug 2: C(CN)CNCCSP(=O)(O)O. Cell line: HT29. Synergy scores: CSS=55.8, Synergy_ZIP=4.07, Synergy_Bliss=3.41, Synergy_Loewe=-49.7, Synergy_HSA=-5.05.